Dataset: Full USPTO retrosynthesis dataset with 1.9M reactions from patents (1976-2016). Task: Predict the reactants needed to synthesize the given product. Given the product [ClH:1].[NH2:2][C:3]1[C:4]([C:16]([NH:18][C:19]2[CH:20]=[N:21][CH:22]=[CH:23][CH:24]=2)=[O:17])=[N:5][C:6]([C:9]2[CH:10]=[CH:11][C:12]([OH:15])=[CH:13][CH:14]=2)=[CH:7][N:8]=1, predict the reactants needed to synthesize it. The reactants are: [ClH:1].[NH2:2][C:3]1[C:4]([C:16]([NH:18][C:19]2[CH:20]=[N:21][CH:22]=[CH:23][CH:24]=2)=[O:17])=[N:5][C:6]([C:9]2[CH:14]=[CH:13][C:12]([OH:15])=[CH:11][CH:10]=2)=[CH:7][N:8]=1.